This data is from Forward reaction prediction with 1.9M reactions from USPTO patents (1976-2016). The task is: Predict the product of the given reaction. (1) Given the reactants [NH2:1][CH2:2][CH:3]([OH:6])[CH2:4][NH2:5].[C:7](O[C:7]([O:9][C:10]([CH3:13])([CH3:12])[CH3:11])=[O:8])([O:9][C:10]([CH3:13])([CH3:12])[CH3:11])=[O:8], predict the reaction product. The product is: [C:10]([O:9][C:7](=[O:8])[NH:1][CH2:2][CH:3]([OH:6])[CH2:4][NH:5][C:7]([O:9][C:10]([CH3:13])([CH3:12])[CH3:11])=[O:8])([CH3:13])([CH3:12])[CH3:11]. (2) Given the reactants [CH2:1]([C:3]1[NH:4][C:5]2[C:10]([C:11](=[O:14])[C:12]=1I)=[CH:9][C:8]([F:15])=[CH:7][CH:6]=2)[CH3:2].[F:16][C:17]1[CH:18]=[C:19](B(O)O)[CH:20]=[C:21]([F:23])[CH:22]=1.C([O-])([O-])=O.[Na+].[Na+], predict the reaction product. The product is: [F:16][C:17]1[CH:18]=[C:19]([C:12]2[C:11](=[O:14])[C:10]3[C:5](=[CH:6][CH:7]=[C:8]([F:15])[CH:9]=3)[NH:4][C:3]=2[CH2:1][CH3:2])[CH:20]=[C:21]([F:23])[CH:22]=1.